The task is: Regression/Classification. Given a drug SMILES string, predict its absorption, distribution, metabolism, or excretion properties. Task type varies by dataset: regression for continuous measurements (e.g., permeability, clearance, half-life) or binary classification for categorical outcomes (e.g., BBB penetration, CYP inhibition). Dataset: b3db_classification.. This data is from Blood-brain barrier permeability classification from the B3DB database. (1) The drug is CCCC[C@H](CC)CNC(=O)C[C@@H](C)O. The result is 1 (penetrates BBB). (2) The compound is FC(F)OC(F)(F)[C@@H](F)Cl. The result is 1 (penetrates BBB). (3) The compound is CCCCCCC1(CC)C(=O)NC(=O)NC1=O. The result is 1 (penetrates BBB). (4) The compound is CC(=O)OCC(=O)C12OC3(CCCC3)OC1CC1C3CCC4=CC(=O)C=CC4(C)C3(F)C(O)CC12C. The result is 1 (penetrates BBB). (5) The compound is C[C@@H](Cc1ccccc1)N[C@@H](C#N)c1ccccc1. The result is 1 (penetrates BBB). (6) The molecule is CNCCON=c1c2ccccc2ccc2ccccc12. The result is 1 (penetrates BBB).